Dataset: Catalyst prediction with 721,799 reactions and 888 catalyst types from USPTO. Task: Predict which catalyst facilitates the given reaction. (1) Reactant: [Cl:1][C:2]1[CH:10]=[C:9]2[C:5]([CH:6]=[CH:7][NH:8]2)=[CH:4][CH:3]=1.[Cl-].C([Al+]CC)C.[Cl:17][C:18]1[N:26]=[CH:25][CH:24]=[CH:23][C:19]=1[C:20](Cl)=[O:21]. Product: [Cl:1][C:2]1[CH:10]=[C:9]2[C:5]([C:6]([C:20]([C:19]3[C:18]([Cl:17])=[N:26][CH:25]=[CH:24][CH:23]=3)=[O:21])=[CH:7][NH:8]2)=[CH:4][CH:3]=1. The catalyst class is: 2. (2) Reactant: [Cl:1][C:2]1[CH:3]=[CH:4][C:5]([CH2:9][OH:10])=[C:6]([OH:8])[CH:7]=1.[OH-].[Na+].Br[CH2:14][C:15]1[CH:20]=[CH:19][C:18]([F:21])=[CH:17][CH:16]=1.O. Product: [Cl:1][C:2]1[CH:3]=[CH:4][C:5]([CH2:9][OH:10])=[C:6]([O:8][CH2:14][C:15]2[CH:20]=[CH:19][C:18]([F:21])=[CH:17][CH:16]=2)[CH:7]=1. The catalyst class is: 8. (3) Reactant: C([O:3][C:4](=[O:34])[CH2:5][O:6][C:7]1[CH:12]=[CH:11][C:10]([O:13][CH2:14][C:15]2[S:16][C:17]([C:27]3[CH:32]=[CH:31][CH:30]=[CH:29][CH:28]=3)=[C:18]([C:20]3[CH:25]=[CH:24][C:23]([Br:26])=[CH:22][CH:21]=3)[N:19]=2)=[CH:9][C:8]=1[CH3:33])C.O.[OH-].[Li+]. Product: [Br:26][C:23]1[CH:24]=[CH:25][C:20]([C:18]2[N:19]=[C:15]([CH2:14][O:13][C:10]3[CH:11]=[CH:12][C:7]([O:6][CH2:5][C:4]([OH:34])=[O:3])=[C:8]([CH3:33])[CH:9]=3)[S:16][C:17]=2[C:27]2[CH:28]=[CH:29][CH:30]=[CH:31][CH:32]=2)=[CH:21][CH:22]=1. The catalyst class is: 38.